This data is from Full USPTO retrosynthesis dataset with 1.9M reactions from patents (1976-2016). The task is: Predict the reactants needed to synthesize the given product. (1) Given the product [N:15]1[CH:16]=[CH:17][CH:18]=[CH:19][C:14]=1[C:8]1[CH:7]=[N:6][C:5]([C:3]([O:2][CH3:1])=[O:4])=[CH:10][CH:9]=1, predict the reactants needed to synthesize it. The reactants are: [CH3:1][O:2][C:3]([C:5]1[CH:10]=[CH:9][C:8](Br)=[CH:7][N:6]=1)=[O:4].C[Si](C)(C)[C:14]1[CH:19]=[CH:18][CH:17]=[CH:16][N:15]=1.[F-].C([N+](CCCC)(CCCC)CCCC)CCC. (2) Given the product [Cl:10][C:6]1[C:7]([C:8]#[N:9])=[C:2]([NH:16][C:15]2[C:14]([F:13])=[CH:20][CH:19]=[CH:18][C:17]=2[F:21])[N:3]=[C:4]([S:11][CH3:12])[N:5]=1, predict the reactants needed to synthesize it. The reactants are: Cl[C:2]1[C:7]([C:8]#[N:9])=[C:6]([Cl:10])[N:5]=[C:4]([S:11][CH3:12])[N:3]=1.[F:13][C:14]1[CH:20]=[CH:19][CH:18]=[C:17]([F:21])[C:15]=1[NH2:16].CO.O. (3) Given the product [F:36][C:33]1[C:34]([I:37])=[C:35]2[C:30](=[CH:31][CH:32]=1)[NH:29][CH:28]=[CH:27]2, predict the reactants needed to synthesize it. The reactants are: FC(F)(F)C([O-])=O.FC(F)(F)C([O-])=O.FC(F)(F)C([O-])=O.[Tl+3].COC([C:27]1[C:35]2[C:30](=[CH:31][CH:32]=[C:33]([F:36])[CH:34]=2)[NH:29][CH:28]=1)=O.[I-:37].[K+].ClCCl. (4) Given the product [NH2:1][C:2]1[N:10]=[C:9]([O:11][CH2:12][CH2:13][O:14][CH3:15])[N:8]=[C:7]2[C:3]=1[NH:4][C:5](=[O:49])[N:6]2[CH2:16][C:17]1[CH:48]=[CH:47][C:20]([CH2:21][N:22]([CH3:46])[CH2:23][CH2:24][CH2:25][NH:26][CH2:34][C:35]2[CH:36]=[C:37]([CH2:41][C:42]([O:44][CH3:45])=[O:43])[CH:38]=[CH:39][CH:40]=2)=[CH:19][CH:18]=1, predict the reactants needed to synthesize it. The reactants are: [NH2:1][C:2]1[N:10]=[C:9]([O:11][CH2:12][CH2:13][O:14][CH3:15])[N:8]=[C:7]2[C:3]=1[N:4]=[C:5]([O:49]C)[N:6]2[CH2:16][C:17]1[CH:48]=[CH:47][C:20]([CH2:21][N:22]([CH3:46])[CH2:23][CH2:24][CH2:25][N:26]([CH2:34][C:35]2[CH:36]=[C:37]([CH2:41][C:42]([O:44][CH3:45])=[O:43])[CH:38]=[CH:39][CH:40]=2)C(OC(C)(C)C)=O)=[CH:19][CH:18]=1.Cl.O1CCOCC1. (5) Given the product [C:1]1([O:7][CH2:15][C:14]2[CH:17]=[CH:18][C:11]([N+:8]([O-:10])=[O:9])=[CH:12][CH:13]=2)[CH:6]=[CH:5][CH:4]=[CH:3][CH:2]=1, predict the reactants needed to synthesize it. The reactants are: [C:1]1([OH:7])[CH:6]=[CH:5][CH:4]=[CH:3][CH:2]=1.[N+:8]([C:11]1[CH:18]=[CH:17][C:14]([CH2:15]Br)=[CH:13][CH:12]=1)([O-:10])=[O:9].C(=O)([O-])[O-].[K+].[K+].C(C(C)=O)C. (6) Given the product [C:1]([O:5][C:6]([NH:8][CH2:9][CH2:10][CH:11]([C:13]1[CH:14]=[C:15]([CH:25]=[CH:26][CH:27]=1)[O:16][CH2:17][CH2:18][CH2:19][C:20]([OH:22])=[O:21])[OH:12])=[O:7])([CH3:4])([CH3:2])[CH3:3], predict the reactants needed to synthesize it. The reactants are: [C:1]([O:5][C:6]([NH:8][CH2:9][CH2:10][CH:11]([C:13]1[CH:14]=[C:15]([CH:25]=[CH:26][CH:27]=1)[O:16][CH2:17][CH2:18][CH2:19][C:20]([O:22]CC)=[O:21])[OH:12])=[O:7])([CH3:4])([CH3:3])[CH3:2].[OH-].[Na+].